From a dataset of Forward reaction prediction with 1.9M reactions from USPTO patents (1976-2016). Predict the product of the given reaction. (1) The product is: [Cl:13][CH2:14][C:15](=[O:22])[CH:16]([N:9]=[N:6][C:5]1[CH:7]=[CH:8][C:2]([F:1])=[CH:3][CH:4]=1)[C:17]([O:19][CH2:20][CH3:21])=[O:18]. Given the reactants [F:1][C:2]1[CH:8]=[CH:7][C:5]([NH2:6])=[CH:4][CH:3]=1.[N:9]([O-])=O.[Na+].[Cl:13][CH2:14][C:15](=[O:22])[CH2:16][C:17]([O:19][CH2:20][CH3:21])=[O:18].C([O-])(=O)C.[Na+], predict the reaction product. (2) Given the reactants [O:1]1[CH2:3][CH:2]1[CH2:4][N:5]1[C:18]2[CH:17]=[C:16]([C:19]([F:22])([F:21])[F:20])[CH:15]=[CH:14][C:13]=2[S:12][C:11]2[C:6]1=[CH:7][CH:8]=[CH:9][CH:10]=2.CC(O)(C)C.[OH-].[K+].C(O)(=O)C(O)=O.[CH2:36]1[C:39]2([CH2:42][NH:41][CH2:40]2)[CH2:38][O:37]1.[CH2:36]1[C:39]2([CH2:42][NH:41][CH2:40]2)[CH2:38][O:37]1, predict the reaction product. The product is: [CH2:36]1[C:39]2([CH2:42][N:41]([CH2:3][CH:2]([OH:1])[CH2:4][N:5]3[C:18]4[CH:17]=[C:16]([C:19]([F:22])([F:21])[F:20])[CH:15]=[CH:14][C:13]=4[S:12][C:11]4[C:6]3=[CH:7][CH:8]=[CH:9][CH:10]=4)[CH2:40]2)[CH2:38][O:37]1. (3) Given the reactants Cl[CH2:2][C:3]1[CH:8]=[CH:7][CH:6]=[C:5]([F:9])[CH:4]=1.[OH:10][C:11]1[CH:16]=[CH:15][C:14]([C:17]2([CH2:21][C:22]([O:24][CH2:25][CH3:26])=[O:23])[CH2:20][O:19][CH2:18]2)=[CH:13][CH:12]=1.C(=O)([O-])[O-].[Cs+].[Cs+], predict the reaction product. The product is: [F:9][C:5]1[CH:4]=[C:3]([CH:8]=[CH:7][CH:6]=1)[CH2:2][O:10][C:11]1[CH:16]=[CH:15][C:14]([C:17]2([CH2:21][C:22]([O:24][CH2:25][CH3:26])=[O:23])[CH2:18][O:19][CH2:20]2)=[CH:13][CH:12]=1. (4) Given the reactants B(F)(F)F.CCOCC.[CH2:10]([C:12]1[C:13]([OH:34])=[CH:14][CH:15]=[C:16]2[C:21]=1[O:20][C:19](=[O:22])[C:18]([NH:23][C:24](=[O:33])[O:25][CH2:26][C:27]1[CH:32]=[CH:31][CH:30]=[CH:29][CH:28]=1)=[CH:17]2)[CH3:11].ClC(Cl)(Cl)C(=N)O[C@H:39]1[C@@H:44]2[O:45][C:46](=[O:48])[O:47][C@@H:43]2[C@@H:42]([O:49][CH3:50])[C:41]([CH3:52])([CH3:51])[O:40]1.C(N(CC)CC)C, predict the reaction product. The product is: [CH2:10]([C:12]1[C:13]([O:34][C@H:39]2[C@@H:44]3[O:45][C:46](=[O:48])[O:47][C@@H:43]3[C@@H:42]([O:49][CH3:50])[C:41]([CH3:52])([CH3:51])[O:40]2)=[CH:14][CH:15]=[C:16]2[C:21]=1[O:20][C:19](=[O:22])[C:18]([NH:23][C:24](=[O:33])[O:25][CH2:26][C:27]1[CH:32]=[CH:31][CH:30]=[CH:29][CH:28]=1)=[CH:17]2)[CH3:11]. (5) Given the reactants [C:1]([O:4][C@H:5]1[C@@H:9]([O:10][C:11](=[O:13])[CH3:12])[C@H:8]([N:14]2[CH:22]=[N:21][C:20]3[C:15]2=[N:16][C:17]([C:24]#[N:25])=[N:18][C:19]=3Cl)[O:7][C@@H:6]1[CH2:26][O:27][C:28](=[O:30])[CH3:29])(=[O:3])[CH3:2].[Cl:31][C:32]1[CH:33]=[C:34]([CH:38]([C:41]2[CH:46]=[CH:45][CH:44]=[C:43]([Cl:47])[CH:42]=2)[CH2:39][NH2:40])[CH:35]=[CH:36][CH:37]=1, predict the reaction product. The product is: [C:1]([O:4][C@H:5]1[C@@H:9]([O:10][C:11](=[O:13])[CH3:12])[C@H:8]([N:14]2[CH:22]=[N:21][C:20]3[C:15]2=[N:16][C:17]([C:24]#[N:25])=[N:18][C:19]=3[NH:40][CH2:39][CH:38]([C:34]2[CH:35]=[CH:36][CH:37]=[C:32]([Cl:31])[CH:33]=2)[C:41]2[CH:46]=[CH:45][CH:44]=[C:43]([Cl:47])[CH:42]=2)[O:7][C@@H:6]1[CH2:26][O:27][C:28](=[O:30])[CH3:29])(=[O:3])[CH3:2]. (6) The product is: [CH3:11][O:12][C:13]1[CH:14]=[C:15]2[C:16]([CH:22]=[C:21]([N+:24]([O-:26])=[O:25])[CH:20]=[N:19]2)=[CH:17][CH:18]=1. Given the reactants Cl.COC1C=C(N)C=CC=1.[CH3:11][O:12][C:13]1[CH:14]=[C:15]([NH:19][CH:20]=[C:21]([N+:24]([O-:26])=[O:25])[CH:22]=O)[CH:16]=[CH:17][CH:18]=1.C1(S)C=CC=CC=1, predict the reaction product.